From a dataset of NCI-60 drug combinations with 297,098 pairs across 59 cell lines. Regression. Given two drug SMILES strings and cell line genomic features, predict the synergy score measuring deviation from expected non-interaction effect. (1) Drug 1: CN1CCC(CC1)COC2=C(C=C3C(=C2)N=CN=C3NC4=C(C=C(C=C4)Br)F)OC. Drug 2: CS(=O)(=O)CCNCC1=CC=C(O1)C2=CC3=C(C=C2)N=CN=C3NC4=CC(=C(C=C4)OCC5=CC(=CC=C5)F)Cl. Cell line: SF-539. Synergy scores: CSS=2.27, Synergy_ZIP=-0.618, Synergy_Bliss=-0.695, Synergy_Loewe=-6.47, Synergy_HSA=-2.03. (2) Cell line: BT-549. Drug 2: C1=NC2=C(N1)C(=S)N=CN2. Drug 1: CN1CCC(CC1)COC2=C(C=C3C(=C2)N=CN=C3NC4=C(C=C(C=C4)Br)F)OC. Synergy scores: CSS=-6.32, Synergy_ZIP=-8.38, Synergy_Bliss=-18.8, Synergy_Loewe=-34.7, Synergy_HSA=-20.8. (3) Drug 1: C1=C(C(=O)NC(=O)N1)N(CCCl)CCCl. Drug 2: CN1C(=O)N2C=NC(=C2N=N1)C(=O)N. Cell line: TK-10. Synergy scores: CSS=7.01, Synergy_ZIP=-1.30, Synergy_Bliss=2.66, Synergy_Loewe=-7.35, Synergy_HSA=-0.562. (4) Drug 1: CC12CCC3C(C1CCC2O)C(CC4=C3C=CC(=C4)O)CCCCCCCCCS(=O)CCCC(C(F)(F)F)(F)F. Drug 2: CC(C)CN1C=NC2=C1C3=CC=CC=C3N=C2N. Cell line: HT29. Synergy scores: CSS=-0.0460, Synergy_ZIP=1.51, Synergy_Bliss=3.28, Synergy_Loewe=-1.56, Synergy_HSA=-0.990. (5) Drug 1: C1=NC2=C(N=C(N=C2N1C3C(C(C(O3)CO)O)F)Cl)N. Drug 2: CCC1=C2CN3C(=CC4=C(C3=O)COC(=O)C4(CC)O)C2=NC5=C1C=C(C=C5)O. Cell line: MOLT-4. Synergy scores: CSS=60.3, Synergy_ZIP=0.259, Synergy_Bliss=0.541, Synergy_Loewe=-6.64, Synergy_HSA=0.365.